Dataset: Reaction yield outcomes from USPTO patents with 853,638 reactions. Task: Predict the reaction yield, written as a fraction of the theoretical maximum amount of product (1.0 means a 100% yield; for example, 0.34 means a 34% yield). (1) The reactants are FC(F)(F)C(O)=O.[Cl:8][C:9]1[CH:14]=[CH:13][C:12]([C:15]2([C:36]#[N:37])[CH:19]([CH2:20][C:21]([CH3:24])([CH3:23])[CH3:22])[NH:18][CH:17]([C:25]([OH:27])=O)[CH:16]2[C:28]2[CH:33]=[CH:32][CH:31]=[C:30]([F:34])[C:29]=2[F:35])=[C:11]([F:38])[CH:10]=1.CC1(C)[O:44][C@@H:43]([CH2:45][CH2:46][NH2:47])[CH2:42][O:41]1.CN(C(ON1N=NC2C=CC=NC1=2)=[N+](C)C)C.F[P-](F)(F)(F)(F)F.CCN(C(C)C)C(C)C.Cl. The catalyst is C(Cl)Cl.O1CCCC1. The product is [OH:44][C@H:43]([CH2:42][OH:41])[CH2:45][CH2:46][NH:47][C:25]([CH:17]1[CH:16]([C:28]2[CH:33]=[CH:32][CH:31]=[C:30]([F:34])[C:29]=2[F:35])[C:15]([C:12]2[CH:13]=[CH:14][C:9]([Cl:8])=[CH:10][C:11]=2[F:38])([C:36]#[N:37])[CH:19]([CH2:20][C:21]([CH3:24])([CH3:22])[CH3:23])[NH:18]1)=[O:27]. The yield is 0.580. (2) The reactants are [C:1]([O:5][C:6]([NH:8][CH:9]([CH:13]([OH:15])[CH3:14])[C:10]([OH:12])=[O:11])=[O:7])([CH3:4])([CH3:3])[CH3:2].C([O-])([O-])=O.[K+].[K+].Br[CH2:23][C:24]1[CH:29]=[CH:28][CH:27]=[CH:26][CH:25]=1. The catalyst is CN(C=O)C.O. The product is [C:1]([O:5][C:6]([NH:8][CH:9]([CH:13]([OH:15])[CH3:14])[C:10]([O:12][CH2:23][C:24]1[CH:29]=[CH:28][CH:27]=[CH:26][CH:25]=1)=[O:11])=[O:7])([CH3:4])([CH3:3])[CH3:2]. The yield is 0.660. (3) The reactants are [C:1]([O:5][C:6]([N:8]([C:22]([O:24][C:25]([CH3:28])([CH3:27])[CH3:26])=[O:23])[CH2:9][CH2:10][C:11]1[NH:15][N:14]=[C:13]([C:16]2[CH:21]=[CH:20][CH:19]=[CH:18][CH:17]=2)[N:12]=1)=[O:7])([CH3:4])([CH3:3])[CH3:2].[H-].[Na+].[CH2:31](Br)[C:32]1[CH:37]=[CH:36][CH:35]=[CH:34][CH:33]=1.C(OCC)(=O)C.[CH3:45][CH2:46][CH2:47][CH2:48][CH2:49][CH2:50][CH3:51]. The catalyst is CN(C=O)C. The product is [C:25]([O:24][C:22]([N:8]([C:6]([O:5][C:1]([CH3:3])([CH3:4])[CH3:2])=[O:7])[CH2:9][CH2:10][C:11]1[N:15]([CH2:31][C:32]2[CH:37]=[CH:36][CH:35]=[CH:34][CH:33]=2)[N:14]=[C:13]([C:16]2[CH:21]=[CH:20][CH:19]=[CH:18][CH:17]=2)[N:12]=1)=[O:23])([CH3:28])([CH3:27])[CH3:26].[CH2:45]([N:15]1[C:11]([CH2:10][CH2:9][NH:8][C:6](=[O:7])[O:5][C:1]([CH3:4])([CH3:3])[CH3:2])=[N:12][C:13]([C:16]2[CH:17]=[CH:18][CH:19]=[CH:20][CH:21]=2)=[N:14]1)[C:46]1[CH:51]=[CH:50][CH:49]=[CH:48][CH:47]=1. The yield is 0.732. (4) The reactants are [Li+].[OH-].C[O:4][C:5](=[O:25])[C:6]1[CH:11]=[CH:10][C:9]([O:12][CH3:13])=[C:8]([CH3:14])[C:7]=1[NH:15][C:16](=[O:24])[C:17]1[CH:22]=[CH:21][C:20]([F:23])=[CH:19][CH:18]=1.O.CO. The catalyst is O1CCCC1. The product is [F:23][C:20]1[CH:21]=[CH:22][C:17]([C:16]([NH:15][C:7]2[C:8]([CH3:14])=[C:9]([O:12][CH3:13])[CH:10]=[CH:11][C:6]=2[C:5]([OH:25])=[O:4])=[O:24])=[CH:18][CH:19]=1. The yield is 1.00.